From a dataset of Forward reaction prediction with 1.9M reactions from USPTO patents (1976-2016). Predict the product of the given reaction. Given the reactants [Cl:1][C:2]1[C:7]([F:8])=[CH:6][CH:5]=[CH:4][C:3]=1[CH:9]1[CH2:14][CH2:13][N:12]([C:15]([C:17]2[C:21]3[CH2:22][N:23](C(OC(C)(C)C)=O)[CH2:24][CH2:25][C:20]=3[NH:19][N:18]=2)=[O:16])[CH2:11][CH2:10]1.Cl, predict the reaction product. The product is: [ClH:1].[Cl:1][C:2]1[C:7]([F:8])=[CH:6][CH:5]=[CH:4][C:3]=1[CH:9]1[CH2:10][CH2:11][N:12]([C:15]([C:17]2[C:21]3[CH2:22][NH:23][CH2:24][CH2:25][C:20]=3[NH:19][N:18]=2)=[O:16])[CH2:13][CH2:14]1.